Dataset: Full USPTO retrosynthesis dataset with 1.9M reactions from patents (1976-2016). Task: Predict the reactants needed to synthesize the given product. (1) Given the product [S:5]1(=[O:19])(=[O:18])[C:6]2[CH:12]=[C:11]([C:13](=[NH:17])[NH2:34])[CH:10]=[CH:9][C:7]=2[NH:8][CH:3]=[N:4]1, predict the reactants needed to synthesize it. The reactants are: O[C@H]([C@H]1OCCN(C2C=CC(C)=CC=2)C1=O)[C:3]1[NH:8][C:7]2[CH:9]=[CH:10][C:11]([C:13](=[NH:17])OCC)=[CH:12][C:6]=2[S:5](=[O:19])(=[O:18])[N:4]=1.[NH3:34]. (2) Given the product [CH3:1][C:2]1[CH:7]=[CH:6][C:5]([NH:8][C:30](=[O:31])[C:29]2[CH:33]=[CH:34][CH:35]=[C:27]([S:26][C:23]([F:25])([F:22])[F:24])[CH:28]=2)=[CH:4][C:3]=1[NH:9][C:10]1[N:15]=[C:14]([C:16]2[CH:21]=[N:20][CH:19]=[CH:18][N:17]=2)[CH:13]=[CH:12][N:11]=1, predict the reactants needed to synthesize it. The reactants are: [CH3:1][C:2]1[CH:7]=[CH:6][C:5]([NH2:8])=[CH:4][C:3]=1[NH:9][C:10]1[N:15]=[C:14]([C:16]2[CH:21]=[N:20][CH:19]=[CH:18][N:17]=2)[CH:13]=[CH:12][N:11]=1.[F:22][C:23]([S:26][C:27]1[CH:28]=[C:29]([CH:33]=[CH:34][CH:35]=1)[C:30](O)=[O:31])([F:25])[F:24].F[P-](F)(F)(F)(F)F.N1(O[P+](N(C)C)(N(C)C)N(C)C)C2C=CC=CC=2N=N1.CCN(C(C)C)C(C)C. (3) Given the product [N+:11]([C:8]1[CH:7]=[C:3]2[C:4]([O:6][C:15](=[O:14])[NH:1][C:2]2=[CH:10][CH:9]=1)=[O:5])([O-:13])=[O:12], predict the reactants needed to synthesize it. The reactants are: [NH2:1][C:2]1[CH:10]=[CH:9][C:8]([N+:11]([O-:13])=[O:12])=[CH:7][C:3]=1[C:4]([OH:6])=[O:5].[O:14]=[C:15](Cl)OC(Cl)(Cl)Cl. (4) Given the product [CH3:21][O:20][CH2:19][CH2:18][N:12]1[CH:13]=[C:9]([B:4]2[O:5][C:6]([CH3:7])([CH3:8])[C:2]([CH3:14])([CH3:1])[O:3]2)[CH:10]=[N:11]1, predict the reactants needed to synthesize it. The reactants are: [CH3:1][C:2]1([CH3:14])[C:6]([CH3:8])([CH3:7])[O:5][B:4]([C:9]2[CH:10]=[N:11][NH:12][CH:13]=2)[O:3]1.[OH-].[K+].Br[CH2:18][CH2:19][O:20][CH3:21]. (5) Given the product [N+:17]([C:12]1[CH:13]=[CH:14][CH:15]=[CH:16][C:11]=1[CH:5]1[CH2:6][CH2:7][CH2:8][CH2:9][N:4]1[CH2:3][CH2:2][NH2:1])([O-:19])=[O:18], predict the reactants needed to synthesize it. The reactants are: [NH2:1][CH2:2][CH2:3][N:4]1[CH2:9][CH2:8][CH2:7][CH2:6][CH2:5]1.F[C:11]1[CH:16]=[CH:15][CH:14]=[CH:13][C:12]=1[N+:17]([O-:19])=[O:18].C(N(C(C)C)CC)(C)C.C(Cl)(Cl)Cl. (6) Given the product [C:1]([C:5]1[N:10]=[C:9]([O:11][CH2:12][CH3:13])[C:8]([C:14]2[N:15]([C:35]([N:48]3[CH2:49][CH2:50][N:45]([CH2:44][CH2:43][CH2:42][S:39]([CH3:38])(=[O:40])=[O:41])[CH2:46][CH2:47]3)=[O:36])[C@@:16]([C:28]3[CH:33]=[CH:32][C:31]([Cl:34])=[CH:30][CH:29]=3)([CH3:27])[C@@:17]([C:20]3[CH:25]=[CH:24][C:23]([Cl:26])=[CH:22][CH:21]=3)([CH3:19])[N:18]=2)=[CH:7][N:6]=1)([CH3:2])([CH3:3])[CH3:4], predict the reactants needed to synthesize it. The reactants are: [C:1]([C:5]1[N:10]=[C:9]([O:11][CH2:12][CH3:13])[C:8]([C:14]2[N:15]([C:35](Cl)=[O:36])[C:16]([C:28]3[CH:33]=[CH:32][C:31]([Cl:34])=[CH:30][CH:29]=3)([CH3:27])[C:17]([C:20]3[CH:25]=[CH:24][C:23]([Cl:26])=[CH:22][CH:21]=3)([CH3:19])[N:18]=2)=[CH:7][N:6]=1)([CH3:4])([CH3:3])[CH3:2].[CH3:38][S:39]([CH2:42][CH2:43][CH2:44][N:45]1[CH2:50][CH2:49][NH:48][CH2:47][CH2:46]1)(=[O:41])=[O:40]. (7) The reactants are: [N+:1]([C:4]1[CH:13]=[C:12]2[C:7]([CH2:8][CH2:9][CH2:10][O:11]2)=[CH:6][C:5]=1[NH2:14])([O-])=[O:2].[N:15]#[C:16][NH2:17].[CH]Cl.[OH-].[Na+]. Given the product [N+:1]1([O-:2])[C:4]2[CH:13]=[C:12]3[C:7](=[CH:6][C:5]=2[N:14]=[C:16]([NH2:17])[N:15]=1)[CH2:8][CH2:9][CH2:10][O:11]3, predict the reactants needed to synthesize it. (8) The reactants are: [OH:1][C:2]1[C:6]2[C:7]3[CH:8]=[C:9]4[C:14]5=[C:15]([CH2:20][CH2:21][CH2:22][N:13]5[CH2:12][CH2:11][CH2:10]4)[C:16]=3[O:17][C:18](=[O:19])[C:5]=2[CH2:4][C:3]=1C(OC)=O.[Li+].[Cl-].O. Given the product [C:2]1(=[O:1])[C:6]2[C:7]3[CH:8]=[C:9]4[C:14]5=[C:15]([CH2:20][CH2:21][CH2:22][N:13]5[CH2:12][CH2:11][CH2:10]4)[C:16]=3[O:17][C:18](=[O:19])[C:5]=2[CH2:4][CH2:3]1, predict the reactants needed to synthesize it.